The task is: Predict the reactants needed to synthesize the given product.. This data is from Full USPTO retrosynthesis dataset with 1.9M reactions from patents (1976-2016). (1) Given the product [CH2:1]([C:8]1[CH:13]=[C:12]([CH3:14])[N:11]=[C:10]([NH:29][C:26]2[CH:27]=[CH:28][C:23]([C:19]3[S:18][C:17]([CH3:16])=[N:21][C:20]=3[CH3:22])=[C:24]([O:30][CH3:31])[CH:25]=2)[N:9]=1)[C:2]1[CH:7]=[CH:6][CH:5]=[CH:4][CH:3]=1, predict the reactants needed to synthesize it. The reactants are: [CH2:1]([C:8]1[CH:13]=[C:12]([CH3:14])[N:11]=[C:10](Cl)[N:9]=1)[C:2]1[CH:7]=[CH:6][CH:5]=[CH:4][CH:3]=1.[CH3:16][C:17]1[S:18][C:19]([C:23]2[CH:28]=[CH:27][C:26]([NH2:29])=[CH:25][C:24]=2[O:30][CH3:31])=[C:20]([CH3:22])[N:21]=1. (2) Given the product [CH3:26][N:27]([CH3:32])[CH2:28][CH:29]([NH:31][C:21]([C:17]1[C:18]2[C:13](=[N:12][C:11]3[C:20]([N:19]=2)=[C:7]2[CH:6]=[CH:5][CH:4]=[C:3]([O:2][CH3:1])[C:8]2=[CH:9][CH:10]=3)[CH:14]=[CH:15][C:16]=1[O:24][CH3:25])=[O:23])[CH3:30], predict the reactants needed to synthesize it. The reactants are: [CH3:1][O:2][C:3]1[C:8]2=[CH:9][CH:10]=[C:11]3[C:20]([N:19]=[C:18]4[C:13]([CH:14]=[CH:15][C:16]([O:24][CH3:25])=[C:17]4[C:21]([OH:23])=O)=[N:12]3)=[C:7]2[CH:6]=[CH:5][CH:4]=1.[CH3:26][N:27]([CH3:32])[CH2:28][CH:29]([NH2:31])[CH3:30].